From a dataset of Reaction yield outcomes from USPTO patents with 853,638 reactions. Predict the reaction yield, written as a fraction of the theoretical maximum amount of product (1.0 means a 100% yield; for example, 0.34 means a 34% yield). (1) The catalyst is O.C1(C)C=CC(S(O)(=O)=O)=CC=1. The product is [CH2:21]([O:1][CH:2]([O:16][CH2:17][CH3:18])[C:3]([C:5]1[CH:14]=[CH:13][C:8]([C:9]([O:11][CH3:12])=[O:10])=[CH:7][CH:6]=1)=[O:4])[CH3:22]. The yield is 0.820. The reactants are [O:1]=[CH:2][C:3]([C:5]1[CH:14]=[CH:13][C:8]([C:9]([O:11][CH3:12])=[O:10])=[CH:7][CH:6]=1)=[O:4].C([O-])([O-])[O:16][CH2:17][CH3:18].[C:21]1(C)C=CC=C[CH:22]=1. (2) The reactants are [Cl:1][C:2]1[C:3]([OH:40])=[C:4]([S:9]([N:12]([CH2:24][C:25]2[CH:26]=[C:27]([CH:37]=[CH:38][CH:39]=2)[CH2:28][NH:29]C(=O)OC(C)(C)C)[CH2:13][C:14]2[CH:19]=[CH:18][C:17]([C:20]([F:23])([F:22])[F:21])=[CH:16][CH:15]=2)(=[O:11])=[O:10])[CH:5]=[C:6]([Cl:8])[CH:7]=1.C(O)(C(F)(F)F)=O. The catalyst is C(Cl)Cl. The product is [NH2:29][CH2:28][C:27]1[CH:26]=[C:25]([CH:39]=[CH:38][CH:37]=1)[CH2:24][N:12]([CH2:13][C:14]1[CH:15]=[CH:16][C:17]([C:20]([F:21])([F:23])[F:22])=[CH:18][CH:19]=1)[S:9]([C:4]1[CH:5]=[C:6]([Cl:8])[CH:7]=[C:2]([Cl:1])[C:3]=1[OH:40])(=[O:10])=[O:11]. The yield is 0.860. (3) The reactants are [CH3:1][C:2]1([CH3:37])[CH:11]=[CH:10][C:9]2[C:4](=[CH:5][CH:6]=[CH:7][CH:8]=2)[N:3]1[CH2:12][C:13]1[CH:32]=[CH:31][C:16]([CH2:17][NH:18][C:19]2[CH:24]=[CH:23][C:22]([CH2:25][CH2:26][C:27]([OH:29])=[O:28])=[C:21]([F:30])[CH:20]=2)=[CH:15][C:14]=1[O:33][CH:34]([CH3:36])[CH3:35].[OH-].[Na+].[Cl-].[Ca+2:41].[Cl-]. The catalyst is CO.O. The product is [Ca+2:41].[CH3:1][C:2]1([CH3:37])[CH:11]=[CH:10][C:9]2[C:4](=[CH:5][CH:6]=[CH:7][CH:8]=2)[N:3]1[CH2:12][C:13]1[CH:32]=[CH:31][C:16]([CH2:17][NH:18][C:19]2[CH:24]=[CH:23][C:22]([CH2:25][CH2:26][C:27]([O-:29])=[O:28])=[C:21]([F:30])[CH:20]=2)=[CH:15][C:14]=1[O:33][CH:34]([CH3:35])[CH3:36].[CH3:1][C:2]1([CH3:37])[CH:11]=[CH:10][C:9]2[C:4](=[CH:5][CH:6]=[CH:7][CH:8]=2)[N:3]1[CH2:12][C:13]1[CH:32]=[CH:31][C:16]([CH2:17][NH:18][C:19]2[CH:24]=[CH:23][C:22]([CH2:25][CH2:26][C:27]([O-:29])=[O:28])=[C:21]([F:30])[CH:20]=2)=[CH:15][C:14]=1[O:33][CH:34]([CH3:35])[CH3:36]. The yield is 0.430. (4) The reactants are [O:1]1[CH2:6][CH:5]=[CH:4][C:3](=[O:7])[CH2:2]1.[C:8](=[O:18])([O:10][CH2:11][C:12]1[CH:17]=[CH:16][CH:15]=[CH:14][CH:13]=1)[NH2:9].O.O.O.O.O.[N+]([O-])([O-])=O.[Bi+3].[N+]([O-])([O-])=O.[N+]([O-])([O-])=O. The catalyst is C(Cl)Cl. The product is [O:7]=[C:3]1[CH2:2][O:1][CH2:6][CH:5]([NH:9][C:8](=[O:18])[O:10][CH2:11][C:12]2[CH:13]=[CH:14][CH:15]=[CH:16][CH:17]=2)[CH2:4]1. The yield is 0.735. (5) The reactants are [OH:1][CH:2]1[C:11]2[N:10]=[CH:9][CH:8]=[CH:7][C:6]=2[CH2:5][CH2:4][CH2:3]1. The catalyst is C(Cl)Cl.[O-2].[O-2].[Mn+4]. The product is [N:10]1[C:11]2[C:2](=[O:1])[CH2:3][CH2:4][CH2:5][C:6]=2[CH:7]=[CH:8][CH:9]=1. The yield is 0.820. (6) The reactants are C(C(ON1C(=O)C2C(=CC=CC=2)C1=O)CC)C.NN.[O-]S(C(F)(F)F)(=O)=O.[Li+].[CH2:29]([C@H:36]([NH:47]C(=O)OC(C)(C)C)[C@H:37]([OH:46])[CH2:38][NH:39][O:40][CH:41]([CH2:44][CH3:45])[CH2:42][CH3:43])[C:30]1[CH:35]=[CH:34][CH:33]=[CH:32][CH:31]=1.FC(F)(F)C(O)=O. The catalyst is O1CCCC1. The product is [NH2:47][C@@H:36]([CH2:29][C:30]1[CH:31]=[CH:32][CH:33]=[CH:34][CH:35]=1)[C@H:37]([OH:46])[CH2:38][NH:39][O:40][CH:41]([CH2:44][CH3:45])[CH2:42][CH3:43]. The yield is 1.00. (7) The reactants are [N+:1]([C:4]1[CH:5]=[CH:6][C:7]([N:10]2[CH2:15][CH2:14][CH:13]([C:16]#[N:17])[CH2:12][CH2:11]2)=[N:8][CH:9]=1)([O-])=O. The catalyst is [Pd].C(Cl)Cl.CO. The product is [NH2:1][C:4]1[CH:5]=[CH:6][C:7]([N:10]2[CH2:11][CH2:12][CH:13]([C:16]#[N:17])[CH2:14][CH2:15]2)=[N:8][CH:9]=1. The yield is 0.290.